Dataset: Catalyst prediction with 721,799 reactions and 888 catalyst types from USPTO. Task: Predict which catalyst facilitates the given reaction. (1) The catalyst class is: 9. Product: [C:25]([O:19][CH2:18][C:9]1[C:8]([CH:20]([CH3:22])[CH3:21])=[N:7][N:6]2[C:2]([Cl:1])=[CH:3][CH:4]=[C:5]2[C:10]=1[C:11]1[CH:12]=[CH:13][C:14]([F:17])=[CH:15][CH:16]=1)(=[O:27])[CH3:26]. Reactant: [Cl:1][C:2]1[N:6]2[N:7]=[C:8]([CH:20]([CH3:22])[CH3:21])[C:9]([CH2:18][OH:19])=[C:10]([C:11]3[CH:16]=[CH:15][C:14]([F:17])=[CH:13][CH:12]=3)[C:5]2=[CH:4][CH:3]=1.[H-].[Na+].[C:25](OCCBr)(=[O:27])[CH3:26]. (2) Reactant: Cl[CH2:2][CH2:3][CH2:4][N:5]1[C:14]2[C:9](=[CH:10][C:11]([N+:15]([O-:17])=[O:16])=[CH:12][CH:13]=2)[CH2:8][CH2:7][C:6]1=[O:18].Cl.[CH3:20][NH:21][CH3:22].[I-].[K+].C(=O)([O-])[O-].[K+].[K+]. Product: [CH3:20][N:21]([CH3:22])[CH2:2][CH2:3][CH2:4][N:5]1[C:14]2[C:9](=[CH:10][C:11]([N+:15]([O-:17])=[O:16])=[CH:12][CH:13]=2)[CH2:8][CH2:7][C:6]1=[O:18]. The catalyst class is: 10. (3) Reactant: [CH:1]1([N:5]2[CH2:11][CH2:10][C:9]3[CH:12]=[CH:13][C:14]([CH:16]4[CH2:21][CH2:20][NH:19][CH2:18][CH2:17]4)=[CH:15][C:8]=3[CH2:7][CH2:6]2)[CH2:4][CH2:3][CH2:2]1.Br[C:23]1[CH:24]=[CH:25][C:26]([C:29]([O:31][C:32]([CH3:35])([CH3:34])[CH3:33])=[O:30])=[N:27][CH:28]=1.C(=O)([O-])[O-].[Cs+].[Cs+].CC1(C)C2C(=C(P(C3C=CC=CC=3)C3C=CC=CC=3)C=CC=2)OC2C(P(C3C=CC=CC=3)C3C=CC=CC=3)=CC=CC1=2. Product: [CH:1]1([N:5]2[CH2:11][CH2:10][C:9]3[CH:12]=[CH:13][C:14]([CH:16]4[CH2:21][CH2:20][N:19]([C:23]5[CH:24]=[CH:25][C:26]([C:29]([O:31][C:32]([CH3:35])([CH3:34])[CH3:33])=[O:30])=[N:27][CH:28]=5)[CH2:18][CH2:17]4)=[CH:15][C:8]=3[CH2:7][CH2:6]2)[CH2:4][CH2:3][CH2:2]1. The catalyst class is: 12. (4) Reactant: [CH2:1]([N:8]1[CH:12]=[N:11][C:10](Br)=[N:9]1)[C:2]1[CH:7]=[CH:6][CH:5]=[CH:4][CH:3]=1.[Cl:14][C:15]1[CH:16]=[C:17]([CH:19]=[C:20]([Cl:23])[C:21]=1[F:22])[NH2:18].CC(C)([O-])C.[Na+].C(P(C(C)(C)C)C1C=CC=CC=1C1C(C(C)C)=CC(C(C)C)=CC=1C(C)C)(C)(C)C. Product: [CH2:1]([N:8]1[CH:12]=[N:11][C:10]([NH:18][C:17]2[CH:16]=[C:15]([Cl:14])[C:21]([F:22])=[C:20]([Cl:23])[CH:19]=2)=[N:9]1)[C:2]1[CH:7]=[CH:6][CH:5]=[CH:4][CH:3]=1. The catalyst class is: 110. (5) Reactant: C(=O)([O-])[O-].[Cs+].[Cs+].[CH2:7](Br)[C:8]1[CH:13]=[CH:12][CH:11]=[CH:10][CH:9]=1.[C:15]([O:19][C:20]([N:22]1[CH2:27][CH2:26][CH2:25][CH:24]([C:28]2[CH:33]=[CH:32][CH:31]=[C:30]([O:34][C:35]([C:38]([OH:40])=[O:39])([CH3:37])[CH3:36])[CH:29]=2)[CH2:23]1)=[O:21])([CH3:18])([CH3:17])[CH3:16].CN(C)C=O. Product: [C:15]([O:19][C:20]([N:22]1[CH2:27][CH2:26][CH2:25][CH:24]([C:28]2[CH:33]=[CH:32][CH:31]=[C:30]([O:34][C:35]([C:38]([O:40][CH2:7][C:8]3[CH:13]=[CH:12][CH:11]=[CH:10][CH:9]=3)=[O:39])([CH3:37])[CH3:36])[CH:29]=2)[CH2:23]1)=[O:21])([CH3:18])([CH3:16])[CH3:17]. The catalyst class is: 6.